This data is from NCI-60 drug combinations with 297,098 pairs across 59 cell lines. The task is: Regression. Given two drug SMILES strings and cell line genomic features, predict the synergy score measuring deviation from expected non-interaction effect. (1) Drug 1: CN(C)C1=NC(=NC(=N1)N(C)C)N(C)C. Drug 2: C1=CC(=CC=C1C#N)C(C2=CC=C(C=C2)C#N)N3C=NC=N3. Cell line: HCC-2998. Synergy scores: CSS=-7.10, Synergy_ZIP=1.76, Synergy_Bliss=-0.787, Synergy_Loewe=-2.90, Synergy_HSA=-5.42. (2) Drug 1: CS(=O)(=O)CCNCC1=CC=C(O1)C2=CC3=C(C=C2)N=CN=C3NC4=CC(=C(C=C4)OCC5=CC(=CC=C5)F)Cl. Drug 2: CCN(CC)CCCC(C)NC1=C2C=C(C=CC2=NC3=C1C=CC(=C3)Cl)OC. Cell line: SK-MEL-28. Synergy scores: CSS=2.80, Synergy_ZIP=0.907, Synergy_Bliss=2.99, Synergy_Loewe=-1.73, Synergy_HSA=-0.00914. (3) Drug 1: C1=NC(=NC(=O)N1C2C(C(C(O2)CO)O)O)N. Drug 2: C#CCC(CC1=CN=C2C(=N1)C(=NC(=N2)N)N)C3=CC=C(C=C3)C(=O)NC(CCC(=O)O)C(=O)O. Cell line: UACC-257. Synergy scores: CSS=67.3, Synergy_ZIP=4.26, Synergy_Bliss=1.33, Synergy_Loewe=-21.0, Synergy_HSA=2.04. (4) Drug 1: CC1=C(N=C(N=C1N)C(CC(=O)N)NCC(C(=O)N)N)C(=O)NC(C(C2=CN=CN2)OC3C(C(C(C(O3)CO)O)O)OC4C(C(C(C(O4)CO)O)OC(=O)N)O)C(=O)NC(C)C(C(C)C(=O)NC(C(C)O)C(=O)NCCC5=NC(=CS5)C6=NC(=CS6)C(=O)NCCC[S+](C)C)O. Drug 2: CS(=O)(=O)OCCCCOS(=O)(=O)C. Cell line: OVCAR3. Synergy scores: CSS=10.4, Synergy_ZIP=-3.11, Synergy_Bliss=-1.02, Synergy_Loewe=-66.2, Synergy_HSA=-1.17.